Dataset: In vitro SARS-CoV-2 activity screen of 1,480 approved drugs from Prestwick library. Task: Binary Classification. Given a drug SMILES string, predict its activity (active/inactive) in a high-throughput screening assay against a specified biological target. (1) The molecule is O=C(Cn1cnnn1)N[C@@H]1C(=O)N2C(C(=O)O)=C(CSc3nncs3)CS[C@H]12. The result is 0 (inactive). (2) The compound is NS(=O)(=O)c1cc2c(cc1Cl)NC(CSCc1ccccc1)=NS2(=O)=O. The result is 0 (inactive).